This data is from Full USPTO retrosynthesis dataset with 1.9M reactions from patents (1976-2016). The task is: Predict the reactants needed to synthesize the given product. (1) Given the product [CH2:1]([O:3][C:4]([C:6]1[C:7](=[O:26])[C:8]2[CH:13]=[N:12][C:11]([NH:40][C:37]3[CH:38]=[CH:39][C:34]([CH:31]4[CH2:30][CH2:29][N:28]([CH3:27])[CH2:33][CH2:32]4)=[CH:35][CH:36]=3)=[N:10][C:9]=2[N:18]([CH:20]2[CH2:25][CH2:24][CH2:23][CH2:22][CH2:21]2)[CH:19]=1)=[O:5])[CH3:2], predict the reactants needed to synthesize it. The reactants are: [CH2:1]([O:3][C:4]([C:6]1[C:7](=[O:26])[C:8]2[CH:13]=[N:12][C:11](S(C)(=O)=O)=[N:10][C:9]=2[N:18]([CH:20]2[CH2:25][CH2:24][CH2:23][CH2:22][CH2:21]2)[CH:19]=1)=[O:5])[CH3:2].[CH3:27][N:28]1[CH2:33][CH2:32][CH:31]([C:34]2[CH:39]=[CH:38][C:37]([NH2:40])=[CH:36][CH:35]=2)[CH2:30][CH2:29]1. (2) Given the product [NH:29]1[C:30]2[CH:43]=[CH:42][CH:41]=[CH:40][C:31]=2[N:32]=[C:28]1[C:10]1[C:9]([NH2:8])=[N:14][CH:13]=[C:12]([C:15]2[CH2:16][CH2:17][NH:18][CH2:19][CH:20]=2)[N:11]=1, predict the reactants needed to synthesize it. The reactants are: C(OC([N:8](C(OC(C)(C)C)=O)[C:9]1[C:10]([C:28]2[N:32](C(OC(C)(C)C)=O)[C:31]3[CH:40]=[CH:41][CH:42]=[CH:43][C:30]=3[N:29]=2)=[N:11][C:12]([C:15]2[CH2:16][CH2:17][N:18](C(OC(C)(C)C)=O)[CH2:19][CH:20]=2)=[CH:13][N:14]=1)=O)(C)(C)C.C(O)(C(F)(F)F)=O.